From a dataset of Full USPTO retrosynthesis dataset with 1.9M reactions from patents (1976-2016). Predict the reactants needed to synthesize the given product. (1) Given the product [F:1][C:2]1[CH:11]=[CH:10][CH:9]=[C:8]([F:12])[C:3]=1[CH2:4][N:5]1[CH:15]=[C:14]([C:13]([OH:17])=[O:16])[N:7]=[N:6]1, predict the reactants needed to synthesize it. The reactants are: [F:1][C:2]1[CH:11]=[CH:10][CH:9]=[C:8]([F:12])[C:3]=1[CH2:4][N:5]=[N+:6]=[N-:7].[C:13]([OH:17])(=[O:16])[C:14]#[CH:15].C(O)(C)(C)C. (2) Given the product [C:1]([C:4]1[CH:9]=[CH:8][C:7]([NH:10][C:11]2[C:12]3[C:19]([CH3:20])=[C:18]([C:21]([NH2:29])=[O:23])[S:17][C:13]=3[N:14]=[CH:15][N:16]=2)=[C:6]([O:25][CH2:26][CH3:27])[CH:5]=1)(=[O:3])[NH2:2], predict the reactants needed to synthesize it. The reactants are: [C:1]([C:4]1[CH:9]=[CH:8][C:7]([NH:10][C:11]2[C:12]3[C:19]([CH3:20])=[C:18]([C:21]([O:23]C)=O)[S:17][C:13]=3[N:14]=[CH:15][N:16]=2)=[C:6]([O:25][CH2:26][CH3:27])[CH:5]=1)(=[O:3])[NH2:2].[Cl-].[NH4+:29]. (3) Given the product [S:38]1[C:39]2[CH:45]=[CH:44][CH:43]=[CH:42][C:40]=2[N:41]=[C:37]1[NH:36][C:35]([C:28]1[CH:29]=[CH:30][CH:31]=[C:32]2[C:27]=1[CH2:26][N:25]([C:22]1[N:21]=[C:20]([C:47]([OH:49])=[O:48])[C:19]([C:17]3[CH:16]=[N:15][N:14]([CH:1]([C:8]4[CH:13]=[CH:12][CH:11]=[CH:10][CH:9]=4)[C:2]4[CH:3]=[CH:4][CH:5]=[CH:6][CH:7]=4)[CH:18]=3)=[CH:24][CH:23]=1)[CH2:34][CH2:33]2)=[O:46], predict the reactants needed to synthesize it. The reactants are: [CH:1]([N:14]1[CH:18]=[C:17]([C:19]2[C:20]([C:47]([O:49]C(C)(C)C)=[O:48])=[N:21][C:22]([N:25]3[CH2:34][CH2:33][C:32]4[C:27](=[C:28]([C:35](=[O:46])[NH:36][C:37]5[S:38][C:39]6[CH:45]=[CH:44][CH:43]=[CH:42][C:40]=6[N:41]=5)[CH:29]=[CH:30][CH:31]=4)[CH2:26]3)=[CH:23][CH:24]=2)[CH:16]=[N:15]1)([C:8]1[CH:13]=[CH:12][CH:11]=[CH:10][CH:9]=1)[C:2]1[CH:7]=[CH:6][CH:5]=[CH:4][CH:3]=1.[OH-].[Li+]. (4) Given the product [CH:15]1([N:18]2[CH2:23][CH2:22][N:21]([C:10]([C@@H:8]3[CH2:9][C@H:7]3[C:1]3[CH:6]=[CH:5][CH:4]=[CH:3][CH:2]=3)=[O:11])[CH2:20][CH2:19]2)[CH2:17][CH2:16]1, predict the reactants needed to synthesize it. The reactants are: [C:1]1([C@@H:7]2[CH2:9][C@H:8]2[C:10](Cl)=[O:11])[CH:6]=[CH:5][CH:4]=[CH:3][CH:2]=1.Cl.Cl.[CH:15]1([N:18]2[CH2:23][CH2:22][NH:21][CH2:20][CH2:19]2)[CH2:17][CH2:16]1. (5) Given the product [O:21]1[CH:22]=[CH:23][CH:24]=[C:20]1[C:2]1[CH:3]=[C:4]([CH2:8][CH2:9][C:10]([O:12][CH2:13][CH3:14])=[O:11])[CH:5]=[CH:6][CH:7]=1, predict the reactants needed to synthesize it. The reactants are: Br[C:2]1[CH:3]=[C:4]([CH2:8][CH2:9][C:10]([O:12][CH2:13][CH3:14])=[O:11])[CH:5]=[CH:6][CH:7]=1.C([Sn](CCCC)(CCCC)[C:20]1[O:21][CH:22]=[CH:23][CH:24]=1)CCC. (6) The reactants are: [Br:1][C:2]1[CH:3]=[C:4]([CH:9]=[C:10](I)[CH:11]=1)[C:5]([O:7][CH3:8])=[O:6].[CH3:13][N:14](C)C=O. Given the product [Br:1][C:2]1[CH:3]=[C:4]([CH:9]=[C:10]([C:13]#[N:14])[CH:11]=1)[C:5]([O:7][CH3:8])=[O:6], predict the reactants needed to synthesize it. (7) Given the product [CH3:37][O:38][CH2:30][NH:5][C:6]([C:8]1[C:13]([N:14]([CH2:31][O:32][CH3:33])[S:15]([C:18]2[CH:23]=[CH:22][C:21]([CH3:24])=[C:20]([C:25]([F:26])([F:28])[F:27])[CH:19]=2)(=[O:17])=[O:16])=[CH:12][C:11]([Cl:29])=[CH:10][N:9]=1)=[O:7], predict the reactants needed to synthesize it. The reactants are: [H-].[Na+].CO[N:5]([CH3:30])[C:6]([C:8]1[C:13]([NH:14][S:15]([C:18]2[CH:23]=[CH:22][C:21]([CH3:24])=[C:20]([C:25]([F:28])([F:27])[F:26])[CH:19]=2)(=[O:17])=[O:16])=[CH:12][C:11]([Cl:29])=[CH:10][N:9]=1)=[O:7].[CH3:31][O:32][CH2:33]Cl.C1C[O:38][CH2:37]C1.